Dataset: Catalyst prediction with 721,799 reactions and 888 catalyst types from USPTO. Task: Predict which catalyst facilitates the given reaction. (1) Reactant: [OH:1][CH2:2][C:3]1[CH:4]=[C:5]([CH:8]=[CH:9][C:10]=1[CH2:11][NH:12][CH:13]1[C:22]2[N:21]=[CH:20][CH:19]=[CH:18][C:17]=2[CH2:16][CH2:15][CH2:14]1)[C:6]#[N:7].[Cl:23][C:24]1[CH:25]=[C:26]([CH3:32])[C:27]([CH:30]=O)=[N:28][CH:29]=1.[BH-](OC(C)=O)(OC(C)=O)OC(C)=O.[Na+]. Product: [Cl:23][C:24]1[CH:25]=[C:26]([CH3:32])[C:27]([CH2:30][N:12]([CH2:11][C:10]2[CH:9]=[CH:8][C:5]([C:6]#[N:7])=[CH:4][C:3]=2[CH2:2][OH:1])[CH:13]2[C:22]3[N:21]=[CH:20][CH:19]=[CH:18][C:17]=3[CH2:16][CH2:15][CH2:14]2)=[N:28][CH:29]=1. The catalyst class is: 2. (2) Reactant: [CH:1]1([NH:4][C:5]([C:7]2[CH:8]=[CH:9][C:10]([CH3:26])=[C:11]([NH:13][C:14]([C:16]3[CH:17]=[N:18][C:19](S(C)(=O)=O)=[N:20][CH:21]=3)=[O:15])[CH:12]=2)=[O:6])[CH2:3][CH2:2]1.[N:27]1[C:28]([CH2:36][OH:37])=[CH:29][N:30]2[CH:35]=[CH:34][CH:33]=[CH:32][C:31]=12.C(=O)([O-])[O-].[K+].[K+]. Product: [CH:1]1([NH:4][C:5]([C:7]2[CH:8]=[CH:9][C:10]([CH3:26])=[C:11]([NH:13][C:14]([C:16]3[CH:17]=[N:18][C:19]([O:37][CH2:36][C:28]4[N:27]=[C:31]5[CH:32]=[CH:33][CH:34]=[CH:35][N:30]5[CH:29]=4)=[N:20][CH:21]=3)=[O:15])[CH:12]=2)=[O:6])[CH2:3][CH2:2]1. The catalyst class is: 1. (3) Reactant: [N+:1]([C:4]1[CH:5]=[C:6]2[C:10](=[CH:11][CH:12]=1)[NH:9][C:8]([C:13]([O:15]CC)=[O:14])=[CH:7]2)([O-:3])=[O:2].[OH-].[Na+]. Product: [N+:1]([C:4]1[CH:5]=[C:6]2[C:10](=[CH:11][CH:12]=1)[NH:9][C:8]([C:13]([OH:15])=[O:14])=[CH:7]2)([O-:3])=[O:2]. The catalyst class is: 87. (4) Reactant: [CH3:1][CH:2]1[CH:7]([CH2:8][CH2:9][CH3:10])[CH2:6][CH2:5][CH:4]([CH:11]2[CH2:20][CH2:19][C:14]3(OCC[O:15]3)[CH2:13][CH2:12]2)[CH2:3]1.C(O)(C(F)(F)F)=O.CC(=O)OCC. Product: [CH3:1][CH:2]1[CH:7]([CH2:8][CH2:9][CH3:10])[CH2:6][CH2:5][CH:4]([CH:11]2[CH2:12][CH2:13][C:14](=[O:15])[CH2:19][CH2:20]2)[CH2:3]1. The catalyst class is: 95. (5) Reactant: [F:1][C:2]([F:9])([F:8])[C:3]([O:5]CC)=O.[CH2:10]([NH2:13])[CH:11]=[CH2:12]. Product: [CH2:10]([NH:13][C:3](=[O:5])[C:2]([F:1])([F:8])[F:9])[CH:11]=[CH2:12]. The catalyst class is: 1. (6) Reactant: Cl[CH2:2][C:3](=O)[C:4](=[N:10][OH:11])[C:5]([O:7][CH2:8][CH3:9])=[O:6].[C:13]([NH2:17])(=[S:16])[CH2:14][CH3:15]. Product: [N:10](=[C:4]([C:3]1[N:17]=[C:13]([CH2:14][CH3:15])[S:16][CH:2]=1)[C:5]([O:7][CH2:8][CH3:9])=[O:6])[OH:11]. The catalyst class is: 48. (7) Reactant: Cl[C:2]1[N:3]=[C:4]([N:11]2[CH2:16][CH2:15][O:14][CH:13]([CH2:17][C:18]([NH2:20])=[O:19])[CH2:12]2)[C:5]2[S:10][CH:9]=[CH:8][C:6]=2[N:7]=1.[NH2:21][C:22]1[N:27]=[CH:26][C:25](B2OC(C)(C)C(C)(C)O2)=[CH:24][N:23]=1.CC#N.CC([O-])=O.[K+]. Product: [NH2:21][C:22]1[N:27]=[CH:26][C:25]([C:2]2[N:3]=[C:4]([N:11]3[CH2:16][CH2:15][O:14][CH:13]([CH2:17][C:18]([NH2:20])=[O:19])[CH2:12]3)[C:5]3[S:10][CH:9]=[CH:8][C:6]=3[N:7]=2)=[CH:24][N:23]=1. The catalyst class is: 257. (8) The catalyst class is: 124. Product: [NH2:35][C@H:12]1[N:13]=[C:14]([CH2:22][CH3:23])[C:15]2[CH:20]=[CH:19][CH:18]=[C:17]([CH3:21])[C:16]=2[N:10]([CH2:9][C:7]([CH:1]2[CH2:6][CH2:5][CH2:4][CH2:3][CH2:2]2)=[O:8])[C:11]1=[O:36]. Reactant: [CH:1]1([C:7]([CH2:9][N:10]2[C:16]3[C:17]([CH3:21])=[CH:18][CH:19]=[CH:20][C:15]=3[C:14]([CH2:22][CH3:23])=[N:13][C@@:12]([NH2:35])(C(=O)[C@H](CC3C=CC=CC=3)N)[C:11]2=[O:36])=[O:8])[CH2:6][CH2:5][CH2:4][CH2:3][CH2:2]1.C1(N=C=S)C=CC=CC=1.FC(F)(F)C(O)=O. (9) Reactant: [CH3:1][N:2]1[CH2:22][CH2:21][C:5]2[NH:6][C:7]3[C:12]([C:4]=2[CH2:3]1)=[CH:11][CH:10]=[CH:9][C:8]=3[NH:13][CH2:14][C:15]1[CH:20]=[CH:19][N:18]=[CH:17][CH:16]=1.C(N(CC)CC)C.[Cl:30][CH2:31][C:32](Cl)=[O:33]. Product: [Cl:30][CH2:31][C:32]([N:13]([C:8]1[C:7]2[NH:6][C:5]3[CH2:21][CH2:22][N:2]([CH3:1])[CH2:3][C:4]=3[C:12]=2[CH:11]=[CH:10][CH:9]=1)[CH2:14][C:15]1[CH:20]=[CH:19][N:18]=[CH:17][CH:16]=1)=[O:33]. The catalyst class is: 2.